From a dataset of NCI-60 drug combinations with 297,098 pairs across 59 cell lines. Regression. Given two drug SMILES strings and cell line genomic features, predict the synergy score measuring deviation from expected non-interaction effect. (1) Drug 1: CC1=CC=C(C=C1)C2=CC(=NN2C3=CC=C(C=C3)S(=O)(=O)N)C(F)(F)F. Drug 2: B(C(CC(C)C)NC(=O)C(CC1=CC=CC=C1)NC(=O)C2=NC=CN=C2)(O)O. Cell line: BT-549. Synergy scores: CSS=43.1, Synergy_ZIP=3.72, Synergy_Bliss=2.36, Synergy_Loewe=-49.0, Synergy_HSA=-3.53. (2) Drug 1: CC1C(C(CC(O1)OC2CC(CC3=C2C(=C4C(=C3O)C(=O)C5=C(C4=O)C(=CC=C5)OC)O)(C(=O)CO)O)N)O.Cl. Drug 2: C1C(C(OC1N2C=NC(=NC2=O)N)CO)O. Cell line: DU-145. Synergy scores: CSS=8.82, Synergy_ZIP=-3.44, Synergy_Bliss=0.399, Synergy_Loewe=-22.5, Synergy_HSA=-4.52. (3) Drug 1: CCC(=C(C1=CC=CC=C1)C2=CC=C(C=C2)OCCN(C)C)C3=CC=CC=C3.C(C(=O)O)C(CC(=O)O)(C(=O)O)O. Drug 2: C1=CC=C(C=C1)NC(=O)CCCCCCC(=O)NO. Cell line: UACC-257. Synergy scores: CSS=13.9, Synergy_ZIP=-6.02, Synergy_Bliss=2.99, Synergy_Loewe=-21.8, Synergy_HSA=-1.52. (4) Drug 1: CC12CCC3C(C1CCC2=O)CC(=C)C4=CC(=O)C=CC34C. Drug 2: CC1C(C(CC(O1)OC2CC(CC3=C2C(=C4C(=C3O)C(=O)C5=C(C4=O)C(=CC=C5)OC)O)(C(=O)CO)O)N)O.Cl. Cell line: DU-145. Synergy scores: CSS=32.4, Synergy_ZIP=1.28, Synergy_Bliss=0.265, Synergy_Loewe=-2.44, Synergy_HSA=0.943. (5) Drug 1: CC1=C(C=C(C=C1)NC(=O)C2=CC=C(C=C2)CN3CCN(CC3)C)NC4=NC=CC(=N4)C5=CN=CC=C5. Drug 2: CCCCCOC(=O)NC1=NC(=O)N(C=C1F)C2C(C(C(O2)C)O)O. Cell line: NCIH23. Synergy scores: CSS=-2.29, Synergy_ZIP=2.53, Synergy_Bliss=3.26, Synergy_Loewe=-5.47, Synergy_HSA=-5.40. (6) Drug 1: C1=CC(=C2C(=C1NCCNCCO)C(=O)C3=C(C=CC(=C3C2=O)O)O)NCCNCCO. Drug 2: CC1=C(N=C(N=C1N)C(CC(=O)N)NCC(C(=O)N)N)C(=O)NC(C(C2=CN=CN2)OC3C(C(C(C(O3)CO)O)O)OC4C(C(C(C(O4)CO)O)OC(=O)N)O)C(=O)NC(C)C(C(C)C(=O)NC(C(C)O)C(=O)NCCC5=NC(=CS5)C6=NC(=CS6)C(=O)NCCC[S+](C)C)O. Cell line: UACC62. Synergy scores: CSS=33.1, Synergy_ZIP=0.174, Synergy_Bliss=2.38, Synergy_Loewe=-2.25, Synergy_HSA=3.74.